This data is from Full USPTO retrosynthesis dataset with 1.9M reactions from patents (1976-2016). The task is: Predict the reactants needed to synthesize the given product. (1) Given the product [C:6]([C:7]1[CH:8]=[C:9]2[C:13](=[CH:14][CH:15]=1)[NH:12][N:11]=[CH:10]2)#[CH:5], predict the reactants needed to synthesize it. The reactants are: C[Si]([C:5]#[C:6][C:7]1[CH:8]=[C:9]2[C:13](=[CH:14][CH:15]=1)[N:12](C(=O)C)[N:11]=[CH:10]2)(C)C.[OH-].[K+]. (2) Given the product [CH3:14][C:12]1[N:13]=[C:9]([S:7][C:1]2[CH:6]=[CH:5][CH:4]=[CH:3][CH:2]=2)[S:10][C:11]=1[C:15]([O:17][CH2:18][CH3:19])=[O:16], predict the reactants needed to synthesize it. The reactants are: [C:1]1([SH:7])[CH:6]=[CH:5][CH:4]=[CH:3][CH:2]=1.Cl[C:9]1[S:10][C:11]([C:15]([O:17][CH2:18][CH3:19])=[O:16])=[C:12]([CH3:14])[N:13]=1.O. (3) Given the product [F:1][C:2]1[C:3]([OH:31])=[CH:4][C:5]([CH2:26][C:27]([F:30])([F:29])[F:28])=[C:6]([C:8]2[N:13]=[C:12]([NH:33][CH2:34][C:35]3[CH:40]=[CH:39][CH:38]=[CH:37][C:36]=3[N:41]([CH3:46])[S:42]([CH3:45])(=[O:44])=[O:43])[C:11]3[CH:15]=[N:16][NH:17][C:10]=3[CH:9]=2)[CH:7]=1, predict the reactants needed to synthesize it. The reactants are: [F:1][C:2]1[C:3]([O:31]C)=[CH:4][C:5]([CH2:26][C:27]([F:30])([F:29])[F:28])=[C:6]([C:8]2[N+:13]([O-])=[CH:12][C:11]3[CH:15]=[N:16][N:17](COCC[Si](C)(C)C)[C:10]=3[CH:9]=2)[CH:7]=1.[NH2:33][CH2:34][C:35]1[CH:40]=[CH:39][CH:38]=[CH:37][C:36]=1[N:41]([CH3:46])[S:42]([CH3:45])(=[O:44])=[O:43].C1CN([P+](Br)(N2CCCC2)N2CCCC2)CC1.F[P-](F)(F)(F)(F)F.CCN(C(C)C)C(C)C.C([O-])(O)=O.[Na+]. (4) The reactants are: Cl[C:2]1[N:3]=[C:4]([NH:13][C:14]2[CH:19]=[CH:18][C:17]([N:20]3[CH2:25][CH2:24][N:23]([CH3:26])[CH2:22][CH2:21]3)=[CH:16][CH:15]=2)[C:5]([C:10]([NH2:12])=[O:11])=[N:6][C:7]=1[CH2:8][CH3:9].[C:27]1([NH2:34])[CH:32]=[CH:31][CH:30]=[C:29]([NH2:33])[CH:28]=1. Given the product [NH2:33][C:29]1[CH:28]=[C:27]([NH:34][C:2]2[N:3]=[C:4]([NH:13][C:14]3[CH:19]=[CH:18][C:17]([N:20]4[CH2:25][CH2:24][N:23]([CH3:26])[CH2:22][CH2:21]4)=[CH:16][CH:15]=3)[C:5]([C:10]([NH2:12])=[O:11])=[N:6][C:7]=2[CH2:8][CH3:9])[CH:32]=[CH:31][CH:30]=1, predict the reactants needed to synthesize it. (5) Given the product [Cl:1][C:2]1[C:7]([S:8]([CH3:11])(=[O:10])=[O:9])=[CH:6][C:5]([C:12]2[N:13]([C:33]([N:50]3[CH2:49][CH2:48][N:47]([CH2:46][C:45]([N:39]4[CH2:40][CH2:41][O:42][CH2:43][CH2:44]4)=[O:53])[CH2:52][CH2:51]3)=[O:34])[C@@:14]([C:26]3[CH:31]=[CH:30][C:29]([Cl:32])=[CH:28][CH:27]=3)([CH3:25])[C@@:15]([C:18]3[CH:19]=[CH:20][C:21]([Cl:24])=[CH:22][CH:23]=3)([CH3:17])[N:16]=2)=[C:4]([O:36][CH2:37][CH3:38])[CH:3]=1, predict the reactants needed to synthesize it. The reactants are: [Cl:1][C:2]1[C:7]([S:8]([CH3:11])(=[O:10])=[O:9])=[CH:6][C:5]([C:12]2[N:13]([C:33](Cl)=[O:34])[C@@:14]([C:26]3[CH:31]=[CH:30][C:29]([Cl:32])=[CH:28][CH:27]=3)([CH3:25])[C@@:15]([C:18]3[CH:23]=[CH:22][C:21]([Cl:24])=[CH:20][CH:19]=3)([CH3:17])[N:16]=2)=[C:4]([O:36][CH2:37][CH3:38])[CH:3]=1.[N:39]1([C:45](=[O:53])[CH2:46][N:47]2[CH2:52][CH2:51][NH:50][CH2:49][CH2:48]2)[CH2:44][CH2:43][O:42][CH2:41][CH2:40]1. (6) Given the product [N:1]1[N:2]([C:6]2[CH:11]=[CH:10][CH:9]=[CH:8][C:7]=2[C:12]([N:14]2[CH2:19][C@H:18]([C:20]3[O:21][C:22]([C:30]4[CH:31]=[CH:32][CH:33]=[CH:34][CH:35]=4)=[C:23]([CH2:25][C:26]([O:29][CH3:40])([CH3:28])[CH3:27])[N:24]=3)[CH2:17][CH2:16][C@H:15]2[CH3:36])=[O:13])[N:3]=[CH:4][CH:5]=1, predict the reactants needed to synthesize it. The reactants are: [N:1]1[N:2]([C:6]2[CH:11]=[CH:10][CH:9]=[CH:8][C:7]=2[C:12]([N:14]2[CH2:19][C@H:18]([C:20]3[O:21][C:22]([C:30]4[CH:35]=[CH:34][CH:33]=[CH:32][CH:31]=4)=[C:23]([CH2:25][C:26]([OH:29])([CH3:28])[CH3:27])[N:24]=3)[CH2:17][CH2:16][C@H:15]2[CH3:36])=[O:13])[N:3]=[CH:4][CH:5]=1.[H-].[Na+].I[CH3:40]. (7) The reactants are: [F:1][CH2:2][C@@H:3]1[CH2:7][CH2:6][N:5]([C@@H:8]([CH3:30])[CH2:9][O:10]C(C2C=CC=CC=2)(C2C=CC=CC=2)C2C=CC=CC=2)[CH2:4]1.C(O)=O. Given the product [F:1][CH2:2][C@@H:3]1[CH2:7][CH2:6][N:5]([C@@H:8]([CH3:30])[CH2:9][OH:10])[CH2:4]1, predict the reactants needed to synthesize it. (8) Given the product [Cl:1][C:2]1[N:7]=[C:6]2[NH:8][N:9]=[C:10]([I:11])[C:5]2=[CH:4][CH:3]=1, predict the reactants needed to synthesize it. The reactants are: [Cl:1][C:2]1[N:7]=[C:6]2[NH:8][N:9]=[CH:10][C:5]2=[CH:4][CH:3]=1.[I:11]N1C(=O)CCC1=O. (9) The reactants are: [CH2:1]([C@:3]12[C:16]3[C:11](=[CH:12][C:13]([OH:17])=[CH:14][CH:15]=3)[CH2:10][CH2:9][C@@H:8]1[CH2:7][C@@:6]([C:19]1[S:20][CH:21]=[CH:22][N:23]=1)([OH:18])[C@:5]([CH3:25])([OH:24])[CH2:4]2)[CH3:2].[H-].[Na+].C1C=CC(N([S:35]([C:38](F)(F)F)(=[O:37])=[O:36])[S:35]([C:38](F)(F)F)(=[O:37])=[O:36])=CC=1. Given the product [CH2:1]([C:3]12[CH2:4][C:5]([OH:24])([CH3:25])[C:6]([OH:18])([C:19]3[S:20][CH:21]=[CH:22][N:23]=3)[CH2:7][CH:8]1[CH2:9][CH2:10][C:11]1[CH:12]=[C:13]([O:17][S:35]([CH3:38])(=[O:37])=[O:36])[CH:14]=[CH:15][C:16]2=1)[CH3:2], predict the reactants needed to synthesize it.